From a dataset of NCI-60 drug combinations with 297,098 pairs across 59 cell lines. Regression. Given two drug SMILES strings and cell line genomic features, predict the synergy score measuring deviation from expected non-interaction effect. (1) Drug 1: CC1C(C(=O)NC(C(=O)N2CCCC2C(=O)N(CC(=O)N(C(C(=O)O1)C(C)C)C)C)C(C)C)NC(=O)C3=C4C(=C(C=C3)C)OC5=C(C(=O)C(=C(C5=N4)C(=O)NC6C(OC(=O)C(N(C(=O)CN(C(=O)C7CCCN7C(=O)C(NC6=O)C(C)C)C)C)C(C)C)C)N)C. Drug 2: C(CC(=O)O)C(=O)CN.Cl. Cell line: SK-MEL-28. Synergy scores: CSS=12.1, Synergy_ZIP=-5.78, Synergy_Bliss=-0.478, Synergy_Loewe=-3.06, Synergy_HSA=1.03. (2) Cell line: OVCAR3. Drug 1: C1=NC2=C(N1)C(=S)N=C(N2)N. Drug 2: CCC1(CC2CC(C3=C(CCN(C2)C1)C4=CC=CC=C4N3)(C5=C(C=C6C(=C5)C78CCN9C7C(C=CC9)(C(C(C8N6C=O)(C(=O)OC)O)OC(=O)C)CC)OC)C(=O)OC)O.OS(=O)(=O)O. Synergy scores: CSS=49.9, Synergy_ZIP=-3.46, Synergy_Bliss=-1.09, Synergy_Loewe=0.696, Synergy_HSA=0.931. (3) Drug 1: C1=NC(=NC(=O)N1C2C(C(C(O2)CO)O)O)N. Drug 2: CS(=O)(=O)OCCCCOS(=O)(=O)C. Synergy scores: CSS=28.4, Synergy_ZIP=-5.34, Synergy_Bliss=0.615, Synergy_Loewe=1.31, Synergy_HSA=1.94. Cell line: A549. (4) Drug 1: CN1C(=O)N2C=NC(=C2N=N1)C(=O)N. Drug 2: CC1=C(C=C(C=C1)NC(=O)C2=CC=C(C=C2)CN3CCN(CC3)C)NC4=NC=CC(=N4)C5=CN=CC=C5. Cell line: SK-OV-3. Synergy scores: CSS=-6.06, Synergy_ZIP=3.03, Synergy_Bliss=1.40, Synergy_Loewe=-2.78, Synergy_HSA=-2.59. (5) Drug 1: C1CCN(CC1)CCOC2=CC=C(C=C2)C(=O)C3=C(SC4=C3C=CC(=C4)O)C5=CC=C(C=C5)O. Drug 2: C1C(C(OC1N2C=NC3=C(N=C(N=C32)Cl)N)CO)O. Cell line: SW-620. Synergy scores: CSS=14.7, Synergy_ZIP=-4.29, Synergy_Bliss=2.10, Synergy_Loewe=-15.6, Synergy_HSA=-2.50. (6) Drug 1: CC1C(C(CC(O1)OC2CC(CC3=C2C(=C4C(=C3O)C(=O)C5=C(C4=O)C(=CC=C5)OC)O)(C(=O)C)O)N)O.Cl. Drug 2: CC(C1=C(C=CC(=C1Cl)F)Cl)OC2=C(N=CC(=C2)C3=CN(N=C3)C4CCNCC4)N. Cell line: NCI/ADR-RES. Synergy scores: CSS=4.18, Synergy_ZIP=1.46, Synergy_Bliss=5.64, Synergy_Loewe=3.41, Synergy_HSA=3.45. (7) Drug 1: CC=C1C(=O)NC(C(=O)OC2CC(=O)NC(C(=O)NC(CSSCCC=C2)C(=O)N1)C(C)C)C(C)C. Drug 2: C1C(C(OC1N2C=NC(=NC2=O)N)CO)O. Cell line: MALME-3M. Synergy scores: CSS=46.8, Synergy_ZIP=0.708, Synergy_Bliss=-1.63, Synergy_Loewe=-35.1, Synergy_HSA=-1.18.